This data is from Full USPTO retrosynthesis dataset with 1.9M reactions from patents (1976-2016). The task is: Predict the reactants needed to synthesize the given product. (1) Given the product [C:20]1([CH:19]([C:26]2[CH:31]=[CH:30][CH:29]=[CH:28][CH:27]=2)[CH2:18][NH:17][C:4]2[N:3]=[C:2]([C:32]([O:33][CH2:38][CH3:39])=[O:35])[N:10]=[C:9]3[C:5]=2[N:6]=[CH:7][N:8]3[CH:11]2[CH2:16][CH2:15][CH2:14][CH2:13][O:12]2)[CH:25]=[CH:24][CH:23]=[CH:22][CH:21]=1, predict the reactants needed to synthesize it. The reactants are: Cl[C:2]1[N:10]=[C:9]2[C:5]([N:6]=[CH:7][N:8]2[CH:11]2[CH2:16][CH2:15][CH2:14][CH2:13][O:12]2)=[C:4]([NH:17][CH2:18][CH:19]([C:26]2[CH:31]=[CH:30][CH:29]=[CH:28][CH:27]=2)[C:20]2[CH:25]=[CH:24][CH:23]=[CH:22][CH:21]=2)[N:3]=1.[C:32](=[O:35])([O-])[O-:33].[Na+].[Na+].[CH2:38](O)[CH3:39]. (2) The reactants are: [S:1]1[CH:5]=[CH:4][C:3]2[C:6]([N:10]3[CH2:15][CH2:14][N:13]([CH2:16][CH2:17][CH2:18][O:19][C:20]4[CH:21]=[C:22]5[C:27](=[CH:28][CH:29]=4)[NH:26][C:25](=[O:30])[CH2:24][CH2:23]5)[CH2:12][CH2:11]3)=[CH:7][CH:8]=[CH:9][C:2]1=2.[Cl:31]CCCOC1C=C2C(=CC=1)NC(=O)CC2.CO.Cl. Given the product [ClH:31].[S:1]1[CH:5]=[CH:4][C:3]2[C:6]([N:10]3[CH2:11][CH2:12][N:13]([CH2:16][CH2:17][CH2:18][O:19][C:20]4[CH:21]=[C:22]5[C:27](=[CH:28][CH:29]=4)[NH:26][C:25](=[O:30])[CH2:24][CH2:23]5)[CH2:14][CH2:15]3)=[CH:7][CH:8]=[CH:9][C:2]1=2, predict the reactants needed to synthesize it.